From a dataset of HIV replication inhibition screening data with 41,000+ compounds from the AIDS Antiviral Screen. Binary Classification. Given a drug SMILES string, predict its activity (active/inactive) in a high-throughput screening assay against a specified biological target. (1) The compound is O=C1c2ccccc2S(=O)(=O)c2c1cccc2[N+](=O)[O-]. The result is 0 (inactive). (2) The result is 0 (inactive). The compound is O=C1NC(c2ccccc2)C1N(Cc1ccccc1)Cc1ccccc1. (3) The drug is O=C1OCC(Cl)O1. The result is 0 (inactive). (4) The molecule is NC(=S)Nc1nc(S)nc2c1SC1=NC(=Cc3ccco3)C(=O)N12. The result is 0 (inactive). (5) The result is 0 (inactive). The compound is COc1cc(C(=O)C=Cc2ccccc2O)ccc1O.